Dataset: Full USPTO retrosynthesis dataset with 1.9M reactions from patents (1976-2016). Task: Predict the reactants needed to synthesize the given product. (1) Given the product [CH:1]1[C:11]2[CH2:10][CH2:9][C:8]3[CH:12]=[CH:13][CH:14]=[CH:15][C:7]=3[C:6](=[CH:16][CH2:17][NH:28][C@@H:26]([C:23]3[CH:24]=[CH:25][C:20]([F:19])=[CH:21][CH:22]=3)[CH3:27])[C:5]=2[CH:4]=[CH:3][CH:2]=1, predict the reactants needed to synthesize it. The reactants are: [CH:1]1[C:11]2[CH2:10][CH2:9][C:8]3[CH:12]=[CH:13][CH:14]=[CH:15][C:7]=3[C:6](=[CH:16][CH:17]=O)[C:5]=2[CH:4]=[CH:3][CH:2]=1.[F:19][C:20]1[CH:25]=[CH:24][C:23]([C@H:26]([NH2:28])[CH3:27])=[CH:22][CH:21]=1.[BH-](OC(C)=O)(OC(C)=O)OC(C)=O.[Na+].[OH-].[Na+]. (2) Given the product [Cl:1][C:2]1[C:10]2[N:9]([C:29]3[CH:34]=[CH:33][CH:32]=[CH:31][CH:30]=3)[CH2:8][C@@H:7]3[CH2:11][N:12]([C:15]([O:17][C:18]([CH3:21])([CH3:20])[CH3:19])=[O:16])[CH2:13][CH2:14][C:5]([C:6]=23)=[CH:4][CH:3]=1, predict the reactants needed to synthesize it. The reactants are: [Cl:1][C:2]1[C:10]2[NH:9][CH2:8][C@@H:7]3[CH2:11][N:12]([C:15]([O:17][C:18]([CH3:21])([CH3:20])[CH3:19])=[O:16])[CH2:13][CH2:14][C:5]([C:6]=23)=[CH:4][CH:3]=1.CC(C)([O-])C.[Na+].[I-].[CH:29]1[CH:34]=[CH:33][CH:32]=[CH:31][CH:30]=1.C1(C)C=CC=CC=1.